This data is from Full USPTO retrosynthesis dataset with 1.9M reactions from patents (1976-2016). The task is: Predict the reactants needed to synthesize the given product. (1) Given the product [CH:25]([C:6]1[C:14]2[S:13][C:12]([NH:15][C:16]([NH:18][CH2:19][CH3:20])=[O:17])=[N:11][C:10]=2[CH:9]=[CH:8][CH:7]=1)=[CH2:26], predict the reactants needed to synthesize it. The reactants are: FC(F)(F)S([C:6]1[C:14]2[S:13][C:12]([NH:15][C:16]([NH:18][CH2:19][CH3:20])=[O:17])=[N:11][C:10]=2[CH:9]=[CH:8][CH:7]=1)(=O)=O.[Cl-].[Li+].[C:25]1(P(C2C=CC=CC=2)C2C=CC=CC=2)C=CC=C[CH:26]=1.C([Sn](C=C)(C=C)C=C)=C. (2) Given the product [CH3:37][O:38][C:39]1[CH:44]=[C:43]([C:2]2[CH:3]=[C:4]3[C:8](=[CH:9][CH:10]=2)[NH:7][N:6]=[C:5]3[C:17]2[CH:22]=[CH:21][N:20]=[C:19]([N:23]3[CH2:24][CH2:25][CH:26]([NH2:29])[CH2:27][CH2:28]3)[N:18]=2)[CH:42]=[N:41][CH:40]=1, predict the reactants needed to synthesize it. The reactants are: Br[C:2]1[CH:3]=[C:4]2[C:8](=[CH:9][CH:10]=1)[N:7](C1CCCCO1)[N:6]=[C:5]2[C:17]1[CH:22]=[CH:21][N:20]=[C:19]([N:23]2[CH2:28][CH2:27][CH:26]([NH:29]C(=O)OC(C)(C)C)[CH2:25][CH2:24]2)[N:18]=1.[CH3:37][O:38][C:39]1[CH:40]=[N:41][CH:42]=[C:43](B2OC(C)(C)C(C)(C)O2)[CH:44]=1.C([O-])([O-])=O.[Na+].[Na+].Cl.CC(O)C. (3) Given the product [C:1]([O:5][C:6](=[O:24])[NH:7][C@@H:8]([CH2:17][C:18]1[CH:19]=[CH:20][CH:21]=[CH:22][CH:23]=1)[C@H:9]([OH:16])[CH2:10][N:11]([CH2:12][CH:13]([CH3:14])[CH3:15])[S:41]([C:38]1[CH:37]=[CH:36][C:35]([N+:32]([O-:34])=[O:33])=[CH:40][CH:39]=1)(=[O:42])=[O:43])([CH3:3])([CH3:4])[CH3:2], predict the reactants needed to synthesize it. The reactants are: [C:1]([O:5][C:6](=[O:24])[NH:7][C@@H:8]([CH2:17][C:18]1[CH:23]=[CH:22][CH:21]=[CH:20][CH:19]=1)[C@H:9]([OH:16])[CH2:10][NH:11][CH2:12][CH:13]([CH3:15])[CH3:14])([CH3:4])([CH3:3])[CH3:2].C(N(CC)CC)C.[N+:32]([C:35]1[CH:40]=[CH:39][C:38]([S:41](Cl)(=[O:43])=[O:42])=[CH:37][CH:36]=1)([O-:34])=[O:33].O. (4) Given the product [Cl:36][C:33]1[CH:32]=[CH:31][C:30]([CH2:29][NH:28][C:26](=[O:27])[N:25]([CH2:24][C:15]2[CH:16]=[C:17]([C:20]([F:23])([F:22])[F:21])[CH:18]=[CH:19][C:14]=2[C:8]2[C:9]([O:12][CH3:13])=[CH:10][CH:11]=[C:6]([CH2:5][C:4]([OH:39])=[O:3])[CH:7]=2)[CH2:37][CH3:38])=[CH:35][CH:34]=1, predict the reactants needed to synthesize it. The reactants are: C([O:3][C:4](=[O:39])[CH2:5][C:6]1[CH:7]=[C:8]([C:14]2[CH:19]=[CH:18][C:17]([C:20]([F:23])([F:22])[F:21])=[CH:16][C:15]=2[CH2:24][N:25]([CH2:37][CH3:38])[C:26]([NH:28][CH2:29][C:30]2[CH:35]=[CH:34][C:33]([Cl:36])=[CH:32][CH:31]=2)=[O:27])[C:9]([O:12][CH3:13])=[CH:10][CH:11]=1)C.[Li+].[OH-].Cl.